This data is from Peptide-MHC class II binding affinity with 134,281 pairs from IEDB. The task is: Regression. Given a peptide amino acid sequence and an MHC pseudo amino acid sequence, predict their binding affinity value. This is MHC class II binding data. (1) The peptide sequence is VLERYLLEAKEAENI. The MHC is DRB1_1302 with pseudo-sequence DRB1_1302. The binding affinity (normalized) is 0.373. (2) The peptide sequence is PFCSHHFHELQLKDG. The MHC is DRB3_0202 with pseudo-sequence DRB3_0202. The binding affinity (normalized) is 0. (3) The peptide sequence is QIYFESYVRPFVATT. The MHC is DRB1_1501 with pseudo-sequence DRB1_1501. The binding affinity (normalized) is 0.830. (4) The peptide sequence is KYSYYPEDPVKLASI. The MHC is HLA-DQA10201-DQB10402 with pseudo-sequence HLA-DQA10201-DQB10402. The binding affinity (normalized) is 0.293.